From a dataset of Forward reaction prediction with 1.9M reactions from USPTO patents (1976-2016). Predict the product of the given reaction. (1) Given the reactants [C:1]([O:9][CH3:10])(=[O:8])[C:2]1[CH:7]=[CH:6][CH:5]=[CH:4][CH:3]=1.[NH2:11][CH2:12][CH2:13][CH2:14][CH2:15][CH2:16][CH2:17][CH2:18][CH2:19][CH2:20]CO.C(OC(C)C)(C)C, predict the reaction product. The product is: [C:1]([O:9][CH2:10][CH2:20][CH2:19][CH2:18][CH2:17][CH2:16][CH2:15][CH2:14][CH2:13][CH2:12][NH2:11])(=[O:8])[C:2]1[CH:7]=[CH:6][CH:5]=[CH:4][CH:3]=1. (2) Given the reactants [F:1][C:2]1[CH:28]=[CH:27][CH:26]=[C:25]([F:29])[C:3]=1[C:4]([N:6]1[C:11](=[O:12])[N:10]([C:13]2[CH:18]=[CH:17][C:16]([S:19][C:20]([F:23])([F:22])[F:21])=[CH:15][C:14]=2[F:24])[CH2:9][O:8][CH2:7]1)=[O:5].C1C=C(Cl)C=C(C(OO)=[O:38])C=1, predict the reaction product. The product is: [F:29][C:25]1[CH:26]=[CH:27][CH:28]=[C:2]([F:1])[C:3]=1[C:4]([N:6]1[C:11](=[O:12])[N:10]([C:13]2[CH:18]=[CH:17][C:16]([S:19]([C:20]([F:23])([F:21])[F:22])=[O:38])=[CH:15][C:14]=2[F:24])[CH2:9][O:8][CH2:7]1)=[O:5]. (3) Given the reactants [NH:1](C(OCC1C2C(=CC=CC=2)C2C1=CC=CC=2)=O)[C@H:2]([C:12]([OH:14])=[O:13])[CH2:3][CH2:4][C:5](=[O:11])[O:6]C(C)(C)C.[NH2:32][C:33]1[CH:34]=[C:35]([OH:42])[C:36](=[CH:40][CH:41]=1)[C:37]([OH:39])=O.CN(C(ON1N=NC2C=CC=CC1=2)=[N+](C)C)C.[B-](F)(F)(F)F.C1C=CC2N(O)N=NC=2C=1.CCN(C(C)C)C(C)C, predict the reaction product. The product is: [NH2:32][C:33]1[CH:41]=[CH:40][C:36]([C:37]([NH:1][C@H:2]([C:12]([OH:14])=[O:13])[CH2:3][CH2:4][C:5]([OH:11])=[O:6])=[O:39])=[C:35]([OH:42])[CH:34]=1.